From a dataset of Catalyst prediction with 721,799 reactions and 888 catalyst types from USPTO. Predict which catalyst facilitates the given reaction. (1) Reactant: C([O:8][C:9]1[C:14]([CH:15]([CH3:17])[CH3:16])=[C:13]([S:18]([C:21]2[CH:22]=[C:23]([CH:26]=[C:27]([CH3:29])[CH:28]=2)[C:24]#[N:25])(=[O:20])=[O:19])[C:12]([CH2:30][CH:31]2[CH2:33][CH2:32]2)=[C:11]([CH3:34])[N:10]=1)C1C=CC=CC=1. Product: [CH:31]1([CH2:30][C:12]2[C:13]([S:18]([C:21]3[CH:22]=[C:23]([CH:26]=[C:27]([CH3:29])[CH:28]=3)[C:24]#[N:25])(=[O:19])=[O:20])=[C:14]([CH:15]([CH3:17])[CH3:16])[C:9](=[O:8])[NH:10][C:11]=2[CH3:34])[CH2:33][CH2:32]1. The catalyst class is: 29. (2) Reactant: [Cl:1][C:2]1[CH:11]=[C:10]2[C:5]([C:6]([N:13]3[CH2:18][CH2:17][NH:16][CH2:15][CH2:14]3)=[CH:7][C:8]([CH3:12])=[N:9]2)=[CH:4][CH:3]=1.[F:19][C:20]1[CH:25]=[CH:24][C:23]([N:26]=[C:27]=[O:28])=[CH:22][CH:21]=1.CCCCCC.CCOC(C)=O. Product: [Cl:1][C:2]1[CH:11]=[C:10]2[C:5]([C:6]([N:13]3[CH2:18][CH2:17][N:16]([C:27]([NH:26][C:23]4[CH:24]=[CH:25][C:20]([F:19])=[CH:21][CH:22]=4)=[O:28])[CH2:15][CH2:14]3)=[CH:7][C:8]([CH3:12])=[N:9]2)=[CH:4][CH:3]=1. The catalyst class is: 251. (3) Reactant: Cl.[CH3:2][NH:3][CH3:4].[F:5][C:6]1[CH:7]=[C:8]([CH:11]=[C:12]([OH:14])[CH:13]=1)[CH:9]=O.C(N(CC)CC)C.C(O[BH-](OC(=O)C)OC(=O)C)(=O)C.[Na+]. Product: [CH3:2][N:3]([CH2:9][C:8]1[CH:11]=[C:12]([OH:14])[CH:13]=[C:6]([F:5])[CH:7]=1)[CH3:4]. The catalyst class is: 2. (4) Reactant: C(OC(N[C@H](C(O)=O)CCCCN)=O)(C)(C)C.C[Si](C=[N+]=[N-])(C)C.C(=O)C1C=CC=CC=1.[BH4-].[Na+].C=O.[Na].[NH2:38][C@H:39]([C:45]([O:47][CH3:48])=[O:46])[CH2:40][CH2:41][CH2:42][CH2:43][NH2:44].C[Si]([Cl:53])(C)C. Product: [ClH:53].[ClH:53].[NH2:38][C@H:39]([C:45]([O:47][CH3:48])=[O:46])[CH2:40][CH2:41][CH2:42][CH2:43][NH2:44]. The catalyst class is: 357. (5) Reactant: [C:1]([O:4][CH2:5][C:6]1[C:11]([Br:12])=[CH:10][C:9]([F:13])=[CH:8][C:7]=1Br)(=[O:3])[CH3:2].[C:15]1(=[O:28])[C:20]2[CH:21]=[C:22]3[N:27]([C:19]=2[CH2:18][CH2:17][NH:16]1)[CH2:26][CH2:25][CH2:24][CH2:23]3.C(=O)([O-])[O-].[Cs+].[Cs+].CC1(C)C2C(=C(P(C3C=CC=CC=3)C3C=CC=CC=3)C=CC=2)OC2C(P(C3C=CC=CC=3)C3C=CC=CC=3)=CC=CC1=2. Product: [C:1]([O:4][CH2:5][C:6]1[C:7]([N:16]2[CH2:17][CH2:18][C:19]3[N:27]4[C:22]([CH2:23][CH2:24][CH2:25][CH2:26]4)=[CH:21][C:20]=3[C:15]2=[O:28])=[CH:8][C:9]([F:13])=[CH:10][C:11]=1[Br:12])(=[O:3])[CH3:2]. The catalyst class is: 102. (6) Reactant: [Cl:1][C:2]1[CH:3]=[C:4]([CH:7]=[C:8]([O:10][C:11]2[C:16]([Cl:17])=[CH:15][CH:14]=[C:13]([CH2:18][NH:19]C)[C:12]=2[F:21])[CH:9]=1)[C:5]#[N:6].[Cl:22][C:23]1[N:24]=[C:25]([CH3:31])[NH:26][C:27]=1[C:28]([OH:30])=O.CN(C(ON1N=NC2C=CC=NC1=2)=[N+](C)C)C.F[P-](F)(F)(F)(F)F.CCN(C(C)C)C(C)C. Product: [Cl:22][C:23]1[N:24]=[C:25]([CH3:31])[NH:26][C:27]=1[C:28]([NH:19][CH2:18][C:13]1[CH:14]=[CH:15][C:16]([Cl:17])=[C:11]([O:10][C:8]2[CH:7]=[C:4]([C:5]#[N:6])[CH:3]=[C:2]([Cl:1])[CH:9]=2)[C:12]=1[F:21])=[O:30]. The catalyst class is: 3. (7) Reactant: [OH:1][C:2]1[CH:7]=[CH:6][C:5]([CH2:8][C:9](OC)=[O:10])=[CH:4][CH:3]=1.[H-].[H-].[H-].[H-].[Li+].[Al+3]. Product: [OH:1][C:2]1[CH:7]=[CH:6][C:5]([CH2:8][CH2:9][OH:10])=[CH:4][CH:3]=1. The catalyst class is: 1.